This data is from Full USPTO retrosynthesis dataset with 1.9M reactions from patents (1976-2016). The task is: Predict the reactants needed to synthesize the given product. (1) Given the product [OH:1][CH2:2][CH2:3][O:4][C:5](=[O:8])[CH:6]=[CH2:7].[CH3:9][O:10][C:11](=[O:15])[C:12]([CH3:14])=[CH2:13], predict the reactants needed to synthesize it. The reactants are: [OH:1][CH2:2][CH2:3][O:4][C:5](=[O:8])[CH:6]=[CH2:7].[CH3:9][O:10][C:11](=[O:15])[C:12]([CH3:14])=[CH2:13].CC(N=NC(C#N)(C)C)(C#N)C. (2) Given the product [NH:16]([C:18]1[CH:19]=[CH:20][C:21]([C:24]2[C:25]([CH3:31])=[CH:26][C:27](=[O:30])[NH:28][N:29]=2)=[CH:22][CH:23]=1)[NH2:17], predict the reactants needed to synthesize it. The reactants are: NC1C=CC(C2C(C)=CC(=O)NN=2)=CC=1.[NH:16]([C:18]1[CH:23]=[CH:22][C:21]([C:24]2[CH:25]([CH3:31])[CH2:26][C:27](=[O:30])[NH:28][N:29]=2)=[CH:20][CH:19]=1)[NH2:17].